This data is from Retrosynthesis with 50K atom-mapped reactions and 10 reaction types from USPTO. The task is: Predict the reactants needed to synthesize the given product. (1) Given the product CC(C)[C@H](N)C(=O)N[C@H](C(=O)N[C@@H](Cc1c[nH]c2ccccc12)C(=O)O)C(C)C, predict the reactants needed to synthesize it. The reactants are: CC(C)[C@H](NC(=O)OC(C)(C)C)C(=O)N[C@H](C(=O)N[C@@H](Cc1c[nH]c2ccccc12)C(=O)O)C(C)C. (2) Given the product Oc1ccc(C2CCN(CCCCc3ccccc3)CC2)cc1, predict the reactants needed to synthesize it. The reactants are: COc1ccc(C2CCN(CCCCc3ccccc3)CC2)cc1.